Dataset: Forward reaction prediction with 1.9M reactions from USPTO patents (1976-2016). Task: Predict the product of the given reaction. (1) Given the reactants [Cl:1][C:2]1[CH:3]=[CH:4][C:5]2[C:11](=O)[C:10](=[CH:13]N(C)C)[CH2:9][C:8](=[O:17])[NH:7][C:6]=2[CH:18]=1.[N+]([O-])(O)=O.[C:23]([C:25]1[CH:26]=[C:27]([NH:31][C:32]([NH2:34])=[NH:33])[CH:28]=[CH:29][CH:30]=1)#[N:24], predict the reaction product. The product is: [Cl:1][C:2]1[CH:3]=[CH:4][C:5]2[C:11]3[N:33]=[C:32]([NH:31][C:27]4[CH:26]=[C:25]([CH:30]=[CH:29][CH:28]=4)[C:23]#[N:24])[N:34]=[CH:13][C:10]=3[CH2:9][C:8](=[O:17])[NH:7][C:6]=2[CH:18]=1. (2) Given the reactants [CH2:1]([N:3]1[C:11]2[C:6](=[CH:7][CH:8]=[C:9]([O:12][CH3:13])[CH:10]=2)[C:5]([C:14](=[N:16][OH:17])[CH3:15])=[CH:4]1)[CH3:2].[Li][CH2:19]CCC.CN(C=O)C.O, predict the reaction product. The product is: [CH2:1]([N:3]1[C:11]2[C:6](=[CH:7][CH:8]=[C:9]([O:12][CH3:13])[CH:10]=2)[C:5]([C:14]2[CH:15]=[CH:19][O:17][N:16]=2)=[CH:4]1)[CH3:2]. (3) Given the reactants [Cl:1][C:2]1[CH:3]=[N:4][CH:5]=[C:6]([Cl:9])[C:7]=1[CH3:8].[H-].[Na+].Cl[C:13]1[C:22]2[C:17](=[C:18]([O:25][CH:26]3[CH2:30][CH2:29][O:28][CH2:27]3)[C:19]([O:23][CH3:24])=[CH:20][CH:21]=2)[CH:16]=[N:15][N:14]=1, predict the reaction product. The product is: [Cl:1][C:2]1[CH:3]=[N:4][CH:5]=[C:6]([Cl:9])[C:7]=1[CH2:8][C:13]1[C:22]2[C:17](=[C:18]([O:25][CH:26]3[CH2:30][CH2:29][O:28][CH2:27]3)[C:19]([O:23][CH3:24])=[CH:20][CH:21]=2)[CH:16]=[N:15][N:14]=1. (4) Given the reactants C(=O)([O-])[O-].[K+].[K+].Cl[C:8]1[N:13]=[CH:12][C:11]([C:14]#[N:15])=[CH:10][CH:9]=1.[F:16][C:17]([F:24])([F:23])[C:18]1[N:22]=[CH:21][NH:20][N:19]=1, predict the reaction product. The product is: [F:16][C:17]([F:24])([F:23])[C:18]1[N:22]=[CH:21][N:20]([C:8]2[N:13]=[CH:12][C:11]([C:14]#[N:15])=[CH:10][CH:9]=2)[N:19]=1.